Task: Predict the reactants needed to synthesize the given product.. Dataset: Full USPTO retrosynthesis dataset with 1.9M reactions from patents (1976-2016) (1) Given the product [C:1]([C:5]1[CH:6]=[C:7]([NH:28][S:29]([CH3:32])(=[O:30])=[O:31])[C:8]([O:26][CH3:27])=[C:9]([NH:11][C:12]([C:14]2[S:18][C:17]3[CH:19]=[CH:20][CH:21]=[C:22]([NH2:23])[C:16]=3[CH:15]=2)=[O:13])[CH:10]=1)([CH3:4])([CH3:2])[CH3:3], predict the reactants needed to synthesize it. The reactants are: [C:1]([C:5]1[CH:6]=[C:7]([NH:28][S:29]([CH3:32])(=[O:31])=[O:30])[C:8]([O:26][CH3:27])=[C:9]([NH:11][C:12]([C:14]2[S:18][C:17]3[CH:19]=[CH:20][CH:21]=[C:22]([N+:23]([O-])=O)[C:16]=3[CH:15]=2)=[O:13])[CH:10]=1)([CH3:4])([CH3:3])[CH3:2].[H][H]. (2) Given the product [CH3:11][C:12]1[O:16][N:15]=[C:14]([CH2:17][NH:18][C:2]2[C:3]3[CH:10]=[CH:9][NH:8][C:4]=3[N:5]=[CH:6][N:7]=2)[CH:13]=1, predict the reactants needed to synthesize it. The reactants are: Cl[C:2]1[N:7]=[CH:6][NH:5][C:4]2=[N:8][CH:9]=[CH:10][C:3]=12.[CH3:11][C:12]1[O:16][N:15]=[C:14]([CH2:17][NH2:18])[CH:13]=1.CCN(C(C)C)C(C)C.